This data is from Full USPTO retrosynthesis dataset with 1.9M reactions from patents (1976-2016). The task is: Predict the reactants needed to synthesize the given product. (1) The reactants are: Br[C:2]1[CH:7]=[C:6]([C:8]([F:11])([F:10])[F:9])[CH:5]=[CH:4][C:3]=1[O:12][CH2:13][CH3:14].C([Mg]Cl)(C)C.[C:20](=[O:22])=[O:21]. Given the product [CH2:13]([O:12][C:3]1[CH:4]=[CH:5][C:6]([C:8]([F:11])([F:10])[F:9])=[CH:7][C:2]=1[C:20]([OH:22])=[O:21])[CH3:14], predict the reactants needed to synthesize it. (2) Given the product [Cl:39][C:25]1[C:26]([NH:28][C:29]2[CH:38]=[CH:37][CH:36]=[CH:35][C:30]=2[C:31]([NH:33][CH3:34])=[O:32])=[N:27][C:22]([NH:20][C:14]2[CH:13]=[CH:12][C:11]3[CH:10]4[O:19][CH:17]([CH2:18][NH:8][CH2:9]4)[C:16]=3[CH:15]=2)=[N:23][CH:24]=1, predict the reactants needed to synthesize it. The reactants are: C(OC([N:8]1[CH2:18][CH:17]2[O:19][CH:10]([C:11]3[C:16]2=[CH:15][C:14]([NH2:20])=[CH:13][CH:12]=3)[CH2:9]1)=O)(C)(C)C.Cl[C:22]1[N:27]=[C:26]([NH:28][C:29]2[CH:38]=[CH:37][CH:36]=[CH:35][C:30]=2[C:31]([NH:33][CH3:34])=[O:32])[C:25]([Cl:39])=[CH:24][N:23]=1. (3) Given the product [C:19]1([C:2]2[C:15]3[C:14]4[CH:13]=[CH:12][CH:11]=[CH:10][C:9]=4[C:8]4=[N:16][CH:17]=[CH:18][N:7]4[C:6]=3[CH:5]=[CH:4][CH:3]=2)[CH:24]=[CH:23][CH:22]=[CH:21][CH:20]=1, predict the reactants needed to synthesize it. The reactants are: Cl[C:2]1[C:15]2[C:14]3[CH:13]=[CH:12][CH:11]=[CH:10][C:9]=3[C:8]3=[N:16][CH:17]=[CH:18][N:7]3[C:6]=2[CH:5]=[CH:4][CH:3]=1.[C:19]1(B(O)O)[CH:24]=[CH:23][CH:22]=[CH:21][CH:20]=1.COC1C=CC=C(OC)C=1C1C=CC=CC=1P(C1CCCCC1)C1CCCCC1.C(=O)([O-])[O-].[K+].[K+]. (4) Given the product [C:13]1([C:4]2[O:3][C:2]([CH:1]=[CH:34][C:33]3[CH:36]=[CH:37][C:30]([N:29]4[CH:25]([C:19]5[CH:20]=[CH:21][CH:22]=[CH:23][CH:24]=5)[CH2:26][C:27]([C:38]5[C:51]6[C:52]7=[C:53]8[C:48](=[CH:49][CH:50]=6)[CH:47]=[CH:46][CH:45]=[C:44]8[CH:43]=[CH:42][C:41]7=[CH:40][CH:39]=5)=[N:28]4)=[CH:31][CH:32]=3)=[CH:7][C:6](=[C:8]([C:11]#[N:12])[C:9]#[N:10])[CH:5]=2)[CH:14]=[CH:15][CH:16]=[CH:17][CH:18]=1, predict the reactants needed to synthesize it. The reactants are: [CH3:1][C:2]1[O:3][C:4]([C:13]2[CH:18]=[CH:17][CH:16]=[CH:15][CH:14]=2)=[CH:5][C:6](=[C:8]([C:11]#[N:12])[C:9]#[N:10])[CH:7]=1.[C:19]1([CH:25]2[N:29]([C:30]3[CH:37]=[CH:36][C:33]([CH:34]=O)=[CH:32][CH:31]=3)[N:28]=[C:27]([C:38]3[C:51]4[C:52]5=[C:53]6[C:48](=[CH:49][CH:50]=4)[CH:47]=[CH:46][CH:45]=[C:44]6[CH:43]=[CH:42][C:41]5=[CH:40][CH:39]=3)[CH2:26]2)[CH:24]=[CH:23][CH:22]=[CH:21][CH:20]=1.N1CCCCC1. (5) Given the product [C:37]([O:36][C:35]([NH:34][C:30]1[CH:29]=[C:28]([C:26]#[C:27][C:2]2[CH:7]=[C:6]([N+:8]([O-:10])=[O:9])[CH:5]=[CH:4][C:3]=2[N:11]2[CH2:15][CH2:14][CH:13]([NH:16][C:17](=[O:25])[O:18][CH2:19][CH2:20][Si:21]([CH3:24])([CH3:23])[CH3:22])[CH2:12]2)[CH:33]=[CH:32][CH:31]=1)=[O:41])([CH3:40])([CH3:39])[CH3:38], predict the reactants needed to synthesize it. The reactants are: Br[C:2]1[CH:7]=[C:6]([N+:8]([O-:10])=[O:9])[CH:5]=[CH:4][C:3]=1[N:11]1[CH2:15][CH2:14][CH:13]([NH:16][C:17](=[O:25])[O:18][CH2:19][CH2:20][Si:21]([CH3:24])([CH3:23])[CH3:22])[CH2:12]1.[C:26]([C:28]1[CH:29]=[C:30]([NH:34][C:35](=[O:41])[O:36][C:37]([CH3:40])([CH3:39])[CH3:38])[CH:31]=[CH:32][CH:33]=1)#[CH:27]. (6) Given the product [F:18][C:19]1[CH:20]=[C:21]([C:2]2[C:10]3[N:9]4[CH2:11][CH2:12][NH:13][C:14](=[O:15])[C:8]4=[C:7]([CH3:16])[C:6]=3[CH:5]=[C:4]([F:17])[CH:3]=2)[CH:22]=[CH:23][C:24]=1[F:25], predict the reactants needed to synthesize it. The reactants are: Br[C:2]1[C:10]2[N:9]3[CH2:11][CH2:12][NH:13][C:14](=[O:15])[C:8]3=[C:7]([CH3:16])[C:6]=2[CH:5]=[C:4]([F:17])[CH:3]=1.[F:18][C:19]1[CH:20]=[C:21](B(O)O)[CH:22]=[CH:23][C:24]=1[F:25]. (7) The reactants are: Cl.[NH2:2][C@H:3]([CH2:32][C:33]1[CH:38]=[CH:37][CH:36]=[CH:35][CH:34]=1)[C:4]([N:6]1[CH2:11][CH2:10][CH:9]([N:12]2[C:17](=[O:18])[C@@H:16]3[CH2:19][CH2:20][CH2:21][C@@H:15]3[C:14]([C:22]3[CH:27]=[CH:26][C:25]([O:28][CH3:29])=[C:24]([O:30][CH3:31])[CH:23]=3)=[N:13]2)[CH2:8][CH2:7]1)=[O:5].CCN(C(C)C)C(C)C.[CH:48]1([CH2:51][O:52][C:53]2[CH:61]=[CH:60][C:56]3[O:57][CH2:58][O:59][C:55]=3[C:54]=2[C:62]2[C:63]3[NH:70][CH:69]=[C:68]([C:71](N4C=CN=C4)=[O:72])[C:64]=3[N:65]=[CH:66][N:67]=2)[CH2:50][CH2:49]1. Given the product [CH:48]1([CH2:51][O:52][C:53]2[CH:61]=[CH:60][C:56]3[O:57][CH2:58][O:59][C:55]=3[C:54]=2[C:62]2[C:63]3[NH:70][CH:69]=[C:68]([C:71]([NH:2][C@H:3]([CH2:32][C:33]4[CH:38]=[CH:37][CH:36]=[CH:35][CH:34]=4)[C:4]([N:6]4[CH2:11][CH2:10][CH:9]([N:12]5[C:17](=[O:18])[C@@H:16]6[CH2:19][CH2:20][CH2:21][C@@H:15]6[C:14]([C:22]6[CH:27]=[CH:26][C:25]([O:28][CH3:29])=[C:24]([O:30][CH3:31])[CH:23]=6)=[N:13]5)[CH2:8][CH2:7]4)=[O:5])=[O:72])[C:64]=3[N:65]=[CH:66][N:67]=2)[CH2:49][CH2:50]1, predict the reactants needed to synthesize it.